Dataset: Full USPTO retrosynthesis dataset with 1.9M reactions from patents (1976-2016). Task: Predict the reactants needed to synthesize the given product. (1) Given the product [CH3:17][O:16][C:14]([C:13]1[CH:18]=[CH:19][C:10]([NH:9][CH2:7][C:3]2[CH:2]=[N:1][CH:6]=[CH:5][CH:4]=2)=[CH:11][CH:12]=1)=[O:15], predict the reactants needed to synthesize it. The reactants are: [N:1]1[CH:6]=[CH:5][CH:4]=[C:3]([CH:7]=O)[CH:2]=1.[NH2:9][C:10]1[CH:19]=[CH:18][C:13]([C:14]([O:16][CH3:17])=[O:15])=[CH:12][CH:11]=1.C1(C)C=CC(S(O)(=O)=O)=CC=1.[BH4-].[Na+]. (2) Given the product [Cl:1][C:2]1[CH:3]=[C:4]([CH:8]=[C:9]([F:13])[C:10]=1[O:11][CH3:12])[C:5]([Cl:23])=[O:6], predict the reactants needed to synthesize it. The reactants are: [Cl:1][C:2]1[CH:3]=[C:4]([CH:8]=[C:9]([F:13])[C:10]=1[O:11][CH3:12])[C:5](O)=[O:6].C1(C)C=CC=CC=1.S(Cl)([Cl:23])=O. (3) Given the product [ClH:8].[Cl:8][C:9]1[CH:10]=[CH:11][C:12]([CH2:13][CH2:14][N:15]2[CH2:20][CH2:19][CH2:18][CH2:17][C@@H:16]2[CH2:21][N:22]2[C:28]3[CH:29]=[CH:30][CH:31]=[CH:32][C:27]=3[CH2:26][O:25][C:24]3[CH:33]=[CH:34][CH:35]=[CH:36][C:23]2=3)=[CH:37][CH:38]=1, predict the reactants needed to synthesize it. The reactants are: Cl.C(OCC)(=O)C.[Cl:8][C:9]1[CH:38]=[CH:37][C:12]([CH2:13][CH2:14][N:15]2[CH2:20][CH2:19][CH2:18][CH2:17][C@@H:16]2[CH2:21][N:22]2[C:28]3[CH:29]=[CH:30][CH:31]=[CH:32][C:27]=3[CH2:26][O:25][C:24]3[CH:33]=[CH:34][CH:35]=[CH:36][C:23]2=3)=[CH:11][CH:10]=1.